This data is from Catalyst prediction with 721,799 reactions and 888 catalyst types from USPTO. The task is: Predict which catalyst facilitates the given reaction. (1) Reactant: [C:1]([O:5][C:6]([N:8]1[CH2:11][C:10](=[CH:12][C:13]2[S:21][C:20]3[C:19]([N:22]4[CH2:27][CH2:26][O:25][CH2:24][CH2:23]4)=[N:18][C:17]([N:28]4[C:32]5[CH:33]=[CH:34][CH:35]=[CH:36][C:31]=5[N:30]=[C:29]4[CH2:37][CH3:38])=[N:16][C:15]=3[CH:14]=2)[CH2:9]1)=[O:7])([CH3:4])([CH3:3])[CH3:2]. Product: [C:1]([O:5][C:6]([N:8]1[CH2:9][CH:10]([CH2:12][C:13]2[S:21][C:20]3[C:19]([N:22]4[CH2:23][CH2:24][O:25][CH2:26][CH2:27]4)=[N:18][C:17]([N:28]4[C:32]5[CH:33]=[CH:34][CH:35]=[CH:36][C:31]=5[N:30]=[C:29]4[CH2:37][CH3:38])=[N:16][C:15]=3[CH:14]=2)[CH2:11]1)=[O:7])([CH3:4])([CH3:3])[CH3:2]. The catalyst class is: 50. (2) Product: [Br:1][C:2]1[CH:3]=[C:4]([O:19][C:20]2[CH:21]=[CH:22][CH:23]=[CH:24][CH:25]=2)[C:5]([NH:8][C:9]2[S:10][CH:11]=[C:12]([CH2:14][CH2:15][C:16]([NH:58][CH2:59][C:60](=[O:62])[CH3:61])=[O:18])[N:13]=2)=[N:6][CH:7]=1. Reactant: [Br:1][C:2]1[CH:3]=[C:4]([O:19][C:20]2[CH:25]=[CH:24][CH:23]=[CH:22][CH:21]=2)[C:5]([NH:8][C:9]2[S:10][CH:11]=[C:12]([CH2:14][CH2:15][C:16]([OH:18])=O)[N:13]=2)=[N:6][CH:7]=1.C1C=CC2N(O)N=NC=2C=1.O.CCN(C(C)C)C(C)C.CCN=C=NCCCN(C)C.Cl.[NH2:58][CH2:59][C:60](=[O:62])[CH3:61]. The catalyst class is: 1. (3) Reactant: [Cl:1][C:2]1[C:3]([F:22])=[C:4]([CH:17]=[C:18]([F:21])[C:19]=1[F:20])[C:5]([C:7](=[CH:13]OCC)[C:8]([O:10][CH2:11][CH3:12])=[O:9])=[O:6].[NH2:23][C:24]1[CH:31]=[CH:30][C:27]([CH2:28][OH:29])=[CH:26][CH:25]=1. Product: [Cl:1][C:2]1[C:3]([F:22])=[C:4]([CH:17]=[C:18]([F:21])[C:19]=1[F:20])[C:5]([C:7](=[CH:13][NH:23][C:24]1[CH:31]=[CH:30][C:27]([CH2:28][OH:29])=[CH:26][CH:25]=1)[C:8]([O:10][CH2:11][CH3:12])=[O:9])=[O:6]. The catalyst class is: 14. (4) Reactant: [CH2:1]([C:8]1[N:12]=[C:11]([NH:13][C:14]([C:16]2[CH:32]=[CH:31][C:19]([O:20][C@@H:21]3[CH2:26][CH2:25][C@H:24]([C:27]([O:29]C)=[O:28])[CH2:23][CH2:22]3)=[CH:18][CH:17]=2)=[O:15])[O:10][N:9]=1)[C:2]1[CH:7]=[CH:6][CH:5]=[CH:4][CH:3]=1.O.[OH-].[Li+].Cl. Product: [CH2:1]([C:8]1[N:12]=[C:11]([NH:13][C:14]([C:16]2[CH:32]=[CH:31][C:19]([O:20][C@@H:21]3[CH2:22][CH2:23][C@H:24]([C:27]([OH:29])=[O:28])[CH2:25][CH2:26]3)=[CH:18][CH:17]=2)=[O:15])[O:10][N:9]=1)[C:2]1[CH:3]=[CH:4][CH:5]=[CH:6][CH:7]=1. The catalyst class is: 20. (5) Reactant: [CH:1]([NH:4][C:5]1[C:6]([NH2:15])=[CH:7][C:8]([C:11]([F:14])([F:13])[F:12])=[CH:9][CH:10]=1)([CH3:3])[CH3:2].[CH3:16][N:17]([CH3:20])C=O. Product: [CH:1]([N:4]1[C:5]2[CH:10]=[CH:9][C:8]([C:11]([F:13])([F:14])[F:12])=[CH:7][C:6]=2[N:15]=[C:11]1[C:8]1[CH:9]=[CH:20][N:17]=[CH:16][CH:7]=1)([CH3:3])[CH3:2]. The catalyst class is: 6. (6) Reactant: [C:1]([O:5][C:6]([C@H:8]1[CH2:10][C@@H:9]1[C@@:11]([CH3:24])([NH:17][S@@](C(C)(C)C)=O)[C:12]([F:16])([F:15])[CH2:13][OH:14])=[O:7])(C)(C)[CH3:2].S(Cl)(Cl)=O. The catalyst class is: 8. Product: [CH2:1]([O:5][C:6]([C@H:8]1[CH2:10][C@@H:9]1[C@:11]([NH2:17])([CH3:24])[C:12]([F:16])([F:15])[CH2:13][OH:14])=[O:7])[CH3:2]. (7) Reactant: [CH3:1][Si:2](N[Si:2]([CH3:4])([CH3:3])[CH3:1])([CH3:4])[CH3:3].[Br:10][C:11]1[CH:16]=[CH:15][C:14]([OH:17])=[C:13]([Cl:18])[C:12]=1[CH3:19]. Product: [Br:10][C:11]1[CH:16]=[CH:15][C:14]([O:17][Si:2]([CH3:4])([CH3:3])[CH3:1])=[C:13]([Cl:18])[C:12]=1[CH3:19]. The catalyst class is: 1. (8) Reactant: P(O[CH2:10][CH3:11])(OCC)(OCC)=O.O=P12OP3(OP(OP(O3)(O1)=O)(=O)O2)=O.[F:26][C:27]([F:39])([F:38])[C:28]1[CH:29]=[C:30]([NH:34][C:35]([NH2:37])=[S:36])[CH:31]=[CH:32][CH:33]=1.[C:40]([C:42]1[CH:49]=[CH:48][C:45]([CH:46]=O)=[CH:44][CH:43]=1)#[N:41].[C:50]([NH2:53])(=O)[CH3:51]. Product: [C:40]([C:42]1[CH:49]=[CH:48][C:45]([CH:46]2[C:51]([C:50]#[N:53])=[C:10]([CH3:11])[N:34]([C:30]3[CH:31]=[CH:32][CH:33]=[C:28]([C:27]([F:26])([F:38])[F:39])[CH:29]=3)[C:35](=[S:36])[NH:37]2)=[CH:44][CH:43]=1)#[N:41]. The catalyst class is: 1.